Dataset: Catalyst prediction with 721,799 reactions and 888 catalyst types from USPTO. Task: Predict which catalyst facilitates the given reaction. (1) Reactant: [C:1]1([C:7]2[C:8]([C:12]#[N:13])=[CH:9][NH:10][CH:11]=2)[CH:6]=[CH:5][CH:4]=[CH:3][CH:2]=1.[Cl:14]N1C(=O)CCC1=O. Product: [Cl:14][C:11]1[NH:10][CH:9]=[C:8]([C:12]#[N:13])[C:7]=1[C:1]1[CH:2]=[CH:3][CH:4]=[CH:5][CH:6]=1. The catalyst class is: 7. (2) Reactant: [CH3:1][C:2]1[CH:44]=[CH:43][C:5]([C:6]([O:8][C@H:9]2[C@@:13]([Cl:15])([F:14])[C@H:12]([N:16]3[CH:21]=[CH:20][CH:19](NC(=O)C4C=CC=CC=4)[NH:18][C:17]3=[O:31])[O:11][C@@H:10]2[CH2:32][O:33][C:34](=[O:42])[C:35]2[CH:40]=[CH:39][C:38]([CH3:41])=[CH:37][CH:36]=2)=[O:7])=[CH:4][CH:3]=1.[OH2:45]. Product: [CH3:1][C:2]1[CH:44]=[CH:43][C:5]([C:6]([O:8][C@H:9]2[C@@:13]([Cl:15])([F:14])[C@H:12]([N:16]3[CH:21]=[CH:20][C:19](=[O:45])[NH:18][C:17]3=[O:31])[O:11][C@@H:10]2[CH2:32][O:33][C:34](=[O:42])[C:35]2[CH:36]=[CH:37][C:38]([CH3:41])=[CH:39][CH:40]=2)=[O:7])=[CH:4][CH:3]=1. The catalyst class is: 313. (3) Reactant: [NH2:1][CH:2]([C:6]1[N:15]([CH2:16][C:17]2[CH:22]=[CH:21][CH:20]=[CH:19][CH:18]=2)[C:14](=[O:23])[C:13]2[C:8](=[CH:9][C:10]([Cl:24])=[CH:11][CH:12]=2)[N:7]=1)[CH:3]([CH3:5])[CH3:4].Br[CH2:26][C:27](=[O:41])[CH2:28][CH2:29][N:30]1[C:38](=[O:39])[C:37]2[C:32](=[CH:33][CH:34]=[CH:35][CH:36]=2)[C:31]1=[O:40].C(=O)([O-])[O-].[K+].[K+]. Product: [CH2:16]([N:15]1[C:14](=[O:23])[C:13]2[C:8](=[CH:9][C:10]([Cl:24])=[CH:11][CH:12]=2)[N:7]=[C:6]1[CH:2]([NH:1][CH2:26][C:27](=[O:41])[CH2:28][CH2:29][N:30]1[C:38](=[O:39])[C:37]2[C:32](=[CH:33][CH:34]=[CH:35][CH:36]=2)[C:31]1=[O:40])[CH:3]([CH3:5])[CH3:4])[C:17]1[CH:18]=[CH:19][CH:20]=[CH:21][CH:22]=1. The catalyst class is: 18.